From a dataset of Reaction yield outcomes from USPTO patents with 853,638 reactions. Predict the reaction yield, written as a fraction of the theoretical maximum amount of product (1.0 means a 100% yield; for example, 0.34 means a 34% yield). (1) The reactants are N#N.[SH:3][CH2:4][CH2:5][CH2:6][Si:7]([O:14][CH2:15][CH3:16])([O:11][CH2:12][CH3:13])[O:8][CH2:9][CH3:10].C(N(CC)CC)C.[C:24](Cl)(=[O:32])[CH2:25][CH2:26][CH2:27][CH2:28][CH2:29][CH2:30][CH3:31]. The catalyst is CCCCCC. The product is [C:24]([S:3][CH2:4][CH2:5][CH2:6][Si:7]([O:14][CH2:15][CH3:16])([O:8][CH2:9][CH3:10])[O:11][CH2:12][CH3:13])(=[O:32])[CH2:25][CH2:26][CH2:27][CH2:28][CH2:29][CH2:30][CH3:31]. The yield is 0.870. (2) The catalyst is CN(C=O)C.O.C(Cl)CCl. The product is [CH3:29][O:30][C:31](=[O:45])[C:32]1[CH:37]=[CH:36][C:35]([NH:38][CH:39]([CH2:40][CH3:41])[CH2:42][CH3:43])=[C:34]([NH:44][C:7](=[O:9])[CH2:6][CH:1]2[CH2:2][CH2:3][CH2:4][CH2:5]2)[CH:33]=1. The yield is 0.730. The reactants are [CH:1]1([CH2:6][C:7]([OH:9])=O)[CH2:5][CH2:4][CH2:3][CH2:2]1.C1C=CC2N(O)N=NC=2C=1.CCN(C(C)C)C(C)C.[CH3:29][O:30][C:31](=[O:45])[C:32]1[CH:37]=[CH:36][C:35]([NH:38][CH:39]([CH2:42][CH3:43])[CH2:40][CH3:41])=[C:34]([NH2:44])[CH:33]=1. (3) The product is [C:2]([C:3]1[N:14]([CH3:15])[C:6]2[C:5]([CH:4]=1)=[CH:10][C:9]([N+:11]([O-:13])=[O:12])=[CH:8][CH:7]=2)([CH3:17])([CH3:16])[CH3:1]. The yield is 0.990. The reactants are [CH3:1][C:2]([CH3:17])([CH3:16])[C:3]#[C:4][C:5]1[CH:10]=[C:9]([N+:11]([O-:13])=[O:12])[CH:8]=[CH:7][C:6]=1[NH:14][CH3:15].CCCC[N+](CCCC)(CCCC)CCCC.[F-]. The catalyst is C1COCC1. (4) The reactants are [F:1][C:2]1[CH:7]=[CH:6][C:5]([N:8]=[C:9]=[O:10])=[CH:4][C:3]=1[N+:11]([O-:13])=[O:12].[F:14][C:15]([F:24])([F:23])[C:16]1[CH:17]=[C:18]([CH:20]=[CH:21][CH:22]=1)[NH2:19]. The catalyst is C(Cl)Cl. The product is [F:1][C:2]1[CH:7]=[CH:6][C:5]([NH:8][C:9]([NH:19][C:18]2[CH:20]=[CH:21][CH:22]=[C:16]([C:15]([F:14])([F:23])[F:24])[CH:17]=2)=[O:10])=[CH:4][C:3]=1[N+:11]([O-:13])=[O:12]. The yield is 0.980. (5) The reactants are [NH:1]1[CH2:9][CH2:8][CH2:7][CH:3]([C:4]([OH:6])=[O:5])[CH2:2]1.C(=O)([O-])[O-].[Na+].[Na+].Cl[C:17]([O:19][CH2:20][C:21]1[CH:26]=[CH:25][CH:24]=[CH:23][CH:22]=1)=[O:18].[OH-].[Na+]. The catalyst is O. The product is [CH2:20]([O:19][C:17]([N:1]1[CH2:9][CH2:8][CH2:7][CH:3]([C:4]([OH:6])=[O:5])[CH2:2]1)=[O:18])[C:21]1[CH:26]=[CH:25][CH:24]=[CH:23][CH:22]=1. The yield is 0.730.